From a dataset of Forward reaction prediction with 1.9M reactions from USPTO patents (1976-2016). Predict the product of the given reaction. (1) Given the reactants C([N:8]1[CH2:20][C@H:19]2[C@H:11]([CH2:12][C:13]3[C:18]2=[CH:17][C:16](Br)=[CH:15][C:14]=3[CH3:22])[CH2:10][CH2:9]1)C1C=CC=CC=1, predict the reaction product. The product is: [CH3:22][C:14]1[CH:15]=[CH:16][CH:17]=[C:18]2[C:13]=1[CH2:12][C@H:11]1[C@@H:19]2[CH2:20][NH:8][CH2:9][CH2:10]1. (2) The product is: [F:20][C:21]([F:26])([F:25])[C:22]([OH:24])=[O:23].[C:27]([N:30]1[CH2:35][CH2:34][CH:33]([C:36]([N:38]([C:43]2[CH:48]=[CH:47][CH:46]=[C:45]([Cl:49])[CH:44]=2)[CH2:39][CH2:40][CH2:6][N:8]2[CH2:9][CH2:10][CH:11]([CH2:14][N:15]3[CH:19]=[N:18][CH:17]=[N:16]3)[CH2:12][CH2:13]2)=[O:37])[CH2:32][CH2:31]1)(=[O:29])[CH3:28]. Given the reactants C(O[C:6]([N:8]1[CH2:13][CH2:12][CH:11]([CH2:14][N:15]2[CH:19]=[N:18][CH:17]=[N:16]2)[CH2:10][CH2:9]1)=O)(C)(C)C.[F:20][C:21]([F:26])([F:25])[C:22]([OH:24])=[O:23].[C:27]([N:30]1[CH2:35][CH2:34][CH:33]([C:36]([N:38]([C:43]2[CH:48]=[CH:47][CH:46]=[C:45]([Cl:49])[CH:44]=2)[CH2:39][CH2:40]CCl)=[O:37])[CH2:32][CH2:31]1)(=[O:29])[CH3:28].C(=O)([O-])[O-].[K+].[K+].[I-].[K+].[Cl-].[Na+], predict the reaction product. (3) Given the reactants Cl[C:2]1[N:7]=[C:6]([O:8][C:9]2[CH:14]=[CH:13][C:12]([N+:15]([O-:17])=[O:16])=[C:11]([CH3:18])[CH:10]=2)[CH:5]=[CH:4][N:3]=1.[CH3:19][O:20][C:21]1[CH:26]=[CH:25][CH:24]=[C:23]([NH2:27])[CH:22]=1.CC(O)C, predict the reaction product. The product is: [CH3:19][O:20][C:21]1[CH:22]=[C:23]([NH:27][C:2]2[N:7]=[C:6]([O:8][C:9]3[CH:14]=[CH:13][C:12]([N+:15]([O-:17])=[O:16])=[C:11]([CH3:18])[CH:10]=3)[CH:5]=[CH:4][N:3]=2)[CH:24]=[CH:25][CH:26]=1. (4) Given the reactants C(OC)(OC)OC.C(O[BH-](OC(=O)C)OC(=O)C)(=O)C.[Na+].[CH:22]([C:24]1[CH:32]=[CH:31][C:27]([C:28]([OH:30])=[O:29])=[CH:26][CH:25]=1)=O.[CH3:33][CH:34]1[O:39][CH:38]([CH3:40])[CH2:37][NH:36][CH2:35]1.[F:41][C:42]([F:47])([F:46])[C:43]([OH:45])=[O:44], predict the reaction product. The product is: [CH3:40][CH:38]1[O:39][CH:34]([CH3:33])[CH2:35][N:36]([CH2:22][C:24]2[CH:32]=[CH:31][C:27]([C:28]([OH:30])=[O:29])=[CH:26][CH:25]=2)[CH2:37]1.[F:41][C:42]([F:47])([F:46])[C:43]([OH:45])=[O:44].